Dataset: Catalyst prediction with 721,799 reactions and 888 catalyst types from USPTO. Task: Predict which catalyst facilitates the given reaction. Reactant: [CH:1]1([CH2:4][O:5][C:6]2[CH:14]=[CH:13][C:9]3[O:10][CH2:11][O:12][C:8]=3[C:7]=2[C:15]2[C:16]3[NH:23][CH:22]=[C:21]([C:24](O)=[O:25])[C:17]=3[N:18]=[CH:19][N:20]=2)[CH2:3][CH2:2]1.CCN(C(C)C)C(C)C.[NH2:36][C@H:37]([CH2:67][C:68]1[CH:73]=[CH:72][C:71]([C:74]2[CH:79]=[CH:78][CH:77]=[CH:76][CH:75]=2)=[CH:70][CH:69]=1)[C:38]([N:40]1[CH2:45][CH2:44][CH:43]([N:46]2[N:55]=[C:54]([C:56]3[CH:61]=[CH:60][C:59]([O:62][CH3:63])=[C:58]([O:64][CH3:65])[CH:57]=3)[C@@H:53]3[C@@H:48]([CH2:49][CH2:50][CH2:51][CH2:52]3)[C:47]2=[O:66])[CH2:42][CH2:41]1)=[O:39].CN(C(ON1N=NC2C=CC=CC1=2)=[N+](C)C)C.F[P-](F)(F)(F)(F)F.C(=O)(O)[O-].[Na+]. Product: [C:71]1([C:74]2[CH:79]=[CH:78][CH:77]=[CH:76][CH:75]=2)[CH:72]=[CH:73][C:68]([CH2:67][C@@H:37]([NH:36][C:24]([C:21]2[C:17]3[N:18]=[CH:19][N:20]=[C:15]([C:7]4[C:8]5[O:12][CH2:11][O:10][C:9]=5[CH:13]=[CH:14][C:6]=4[O:5][CH2:4][CH:1]4[CH2:2][CH2:3]4)[C:16]=3[NH:23][CH:22]=2)=[O:25])[C:38]([N:40]2[CH2:41][CH2:42][CH:43]([N:46]3[N:55]=[C:54]([C:56]4[CH:61]=[CH:60][C:59]([O:62][CH3:63])=[C:58]([O:64][CH3:65])[CH:57]=4)[C@@H:53]4[C@@H:48]([CH2:49][CH2:50][CH2:51][CH2:52]4)[C:47]3=[O:66])[CH2:44][CH2:45]2)=[O:39])=[CH:69][CH:70]=1. The catalyst class is: 2.